This data is from Full USPTO retrosynthesis dataset with 1.9M reactions from patents (1976-2016). The task is: Predict the reactants needed to synthesize the given product. (1) Given the product [CH:32]1([CH2:38][NH:39][C:27]([C:12]2[C:13]([OH:26])=[C:14]([C:17]([NH:19][CH2:20][C:21]([OH:23])=[O:22])=[O:18])[C:15](=[O:16])[N:10]([CH2:9][C:3]3[CH:4]=[CH:5][C:6]([Cl:8])=[CH:7][C:2]=3[Cl:1])[C:11]=2[OH:31])=[O:28])[CH2:37][CH2:36][CH2:35][CH2:34][CH2:33]1, predict the reactants needed to synthesize it. The reactants are: [Cl:1][C:2]1[CH:7]=[C:6]([Cl:8])[CH:5]=[CH:4][C:3]=1[CH2:9][N:10]1[C:15](=[O:16])[C:14]([C:17]([NH:19][CH2:20][C:21]([O:23]CC)=[O:22])=[O:18])=[C:13]([OH:26])[C:12]([C:27](OC)=[O:28])=[C:11]1[OH:31].[CH:32]1([CH2:38][NH2:39])[CH2:37][CH2:36][CH2:35][CH2:34][CH2:33]1. (2) Given the product [C:16]([C:13]1[C:7]2[CH:8]=[CH:9][C:10]3[CH:11]=[N:12][C:3]([S:2][CH3:1])=[N:4][C:5]=3[C:6]=2[N:15]([CH:24]2[CH2:30][CH:29]3[N:31]([C:32]([O:34][CH2:35][C:36]([Cl:38])([Cl:39])[Cl:37])=[O:33])[CH:26]([CH2:27][CH2:28]3)[CH2:25]2)[N:14]=1)(=[O:17])[NH2:18], predict the reactants needed to synthesize it. The reactants are: [CH3:1][S:2][C:3]1[N:12]=[CH:11][C:10]2[CH:9]=[CH:8][C:7]3[C:13]([C:16]([NH2:18])=[O:17])=[N:14][NH:15][C:6]=3[C:5]=2[N:4]=1.CS(O[CH:24]1[CH2:30][CH:29]2[N:31]([C:32]([O:34][CH2:35][C:36]([Cl:39])([Cl:38])[Cl:37])=[O:33])[CH:26]([CH2:27][CH2:28]2)[CH2:25]1)(=O)=O.C(=O)([O-])[O-].[Cs+].[Cs+].C(OCC)(=O)C. (3) Given the product [F:13][C:14]1[CH:19]=[C:18]([F:20])[CH:17]=[C:16]([F:21])[C:15]=1[S:22]([NH:1][C:2]1[S:3][CH:4]=[C:5]([CH2:7][C:8]([O:10][CH2:11][CH3:12])=[O:9])[N:6]=1)(=[O:24])=[O:23], predict the reactants needed to synthesize it. The reactants are: [NH2:1][C:2]1[S:3][CH:4]=[C:5]([CH2:7][C:8]([O:10][CH2:11][CH3:12])=[O:9])[N:6]=1.[F:13][C:14]1[CH:19]=[C:18]([F:20])[CH:17]=[C:16]([F:21])[C:15]=1[S:22](Cl)(=[O:24])=[O:23]. (4) Given the product [Cl:1][C:2]1[CH:7]=[CH:6][C:5]([C:8]2[N:14]([CH2:15][CH:16]=[CH2:17])[C:12](=[O:13])[NH:11][N:10]=2)=[CH:4][CH:3]=1, predict the reactants needed to synthesize it. The reactants are: [Cl:1][C:2]1[CH:7]=[CH:6][C:5]([C:8]([NH:10][NH:11][C:12]([NH:14][CH2:15][CH:16]=[CH2:17])=[O:13])=O)=[CH:4][CH:3]=1.Cl.